From a dataset of Catalyst prediction with 721,799 reactions and 888 catalyst types from USPTO. Predict which catalyst facilitates the given reaction. (1) Reactant: C(OC(=O)[NH:10][C:11]1[C:12]([C:28]([NH:30][C:31]2[CH:32]=[N:33][CH:34]=[CH:35][C:36]=2[N:37]2[CH2:42][C@H:41]([C:43]([F:46])([F:45])[F:44])[CH2:40][C@H:39]([NH:47]C(OC(C)(C)C)=O)[CH2:38]2)=[O:29])=[N:13][C:14]2[C:19]([CH:20]=1)=[CH:18][CH:17]=[C:16]([N:21]1[CH2:26][CH2:25][N:24]([CH3:27])[CH2:23][CH2:22]1)[CH:15]=2)C1C=CC=CC=1.Br. Product: [NH2:10][C:11]1[C:12]([C:28]([NH:30][C:31]2[CH:32]=[N:33][CH:34]=[CH:35][C:36]=2[N:37]2[CH2:42][C@H:41]([C:43]([F:45])([F:46])[F:44])[CH2:40][C@H:39]([NH2:47])[CH2:38]2)=[O:29])=[N:13][C:14]2[C:19]([CH:20]=1)=[CH:18][CH:17]=[C:16]([N:21]1[CH2:26][CH2:25][N:24]([CH3:27])[CH2:23][CH2:22]1)[CH:15]=2. The catalyst class is: 52. (2) Product: [C:47]([O:46][C:42]([NH:43][NH:44][C:14]([CH2:13][C:6]1[C:5]2[C:10](=[CH:11][C:2]([OH:1])=[CH:3][CH:4]=2)[O:9][C:8](=[O:12])[CH:7]=1)=[O:16])=[O:45])([CH3:50])([CH3:49])[CH3:48]. The catalyst class is: 479. Reactant: [OH:1][C:2]1[CH:11]=[C:10]2[C:5]([C:6]([CH2:13][C:14]([OH:16])=O)=[CH:7][C:8](=[O:12])[O:9]2)=[CH:4][CH:3]=1.OC1C2N=NNC=2C=CC=1.C1(N=C=NC2CCCCC2)CCCCC1.[C:42]([O:46][C:47]([CH3:50])([CH3:49])[CH3:48])(=[O:45])[NH:43][NH2:44]. (3) Reactant: [Br:1][C:2]1[CH:3]=[CH:4][C:5]2[O:14][CH2:13][CH2:12][N:11]3[C:7](=[N:8][C:9]([C:15](O)=[O:16])=[CH:10]3)[C:6]=2[CH:18]=1.C(Cl)(C([Cl:23])=O)=O.CN(C)C=O. Product: [Br:1][C:2]1[CH:3]=[CH:4][C:5]2[O:14][CH2:13][CH2:12][N:11]3[C:7](=[N:8][C:9]([C:15]([Cl:23])=[O:16])=[CH:10]3)[C:6]=2[CH:18]=1. The catalyst class is: 291. (4) Reactant: [C:1](O)(=[O:10])[CH:2]=[CH:3][C:4]1[CH:9]=[CH:8][CH:7]=[CH:6][CH:5]=1.[CH:12]1[C:17]([OH:18])=[CH:16][CH:15]=[C:14]([CH3:19])[CH:13]=1.O. Product: [CH3:19][C:14]1[CH:13]=[C:12]2[C:17](=[CH:16][CH:15]=1)[O:18][C:1](=[O:10])[CH2:2][CH:3]2[C:4]1[CH:9]=[CH:8][CH:7]=[CH:6][CH:5]=1. The catalyst class is: 11. (5) Reactant: [CH3:1][C:2]1([CH3:34])[CH2:10][C:9]2[N:8]([C:11]3[CH:19]=[C:18]([NH:20][C@H:21]4[CH2:26][CH2:25][C@H:24]([OH:27])[CH2:23][CH2:22]4)[C:14]([C:15]([NH2:17])=[O:16])=[C:13]([F:28])[CH:12]=3)[CH:7]=[C:6]([C:29]([F:32])([F:31])[F:30])[C:5]=2[C:4](=[O:33])[CH2:3]1.[C:35]([NH:42][CH2:43][C:44](O)=[O:45])([O:37][C:38]([CH3:41])([CH3:40])[CH3:39])=[O:36].C(Cl)CCl. Product: [C:15]([C:14]1[C:13]([F:28])=[CH:12][C:11]([N:8]2[C:9]3[CH2:10][C:2]([CH3:34])([CH3:1])[CH2:3][C:4](=[O:33])[C:5]=3[C:6]([C:29]([F:32])([F:31])[F:30])=[CH:7]2)=[CH:19][C:18]=1[NH:20][CH:21]1[CH2:26][CH2:25][CH:24]([O:27][C:44](=[O:45])[CH2:43][NH:42][C:35]([O:37][C:38]([CH3:40])([CH3:39])[CH3:41])=[O:36])[CH2:23][CH2:22]1)(=[O:16])[NH2:17]. The catalyst class is: 64. (6) Product: [CH2:1]([O:8][C:9]1[C:10]([O:18][CH3:19])=[CH:11][C:12]([C:15](=[O:17])[CH3:16])=[C:13]([N+:20]([O-:22])=[O:21])[CH:14]=1)[C:2]1[CH:3]=[CH:4][CH:5]=[CH:6][CH:7]=1. The catalyst class is: 4. Reactant: [CH2:1]([O:8][C:9]1[CH:14]=[CH:13][C:12]([C:15](=[O:17])[CH3:16])=[CH:11][C:10]=1[O:18][CH3:19])[C:2]1[CH:7]=[CH:6][CH:5]=[CH:4][CH:3]=1.[N+:20]([O-])([OH:22])=[O:21].S(=O)(=O)(O)O. (7) Reactant: [OH-].[Na+].[F:3][C:4]1[CH:9]=[C:8]([CH3:10])[C:7]([O:11]C(OC)=O)=[CH:6][C:5]=1[N+:16]([O-:18])=[O:17]. Product: [F:3][C:4]1[CH:9]=[C:8]([CH3:10])[C:7]([OH:11])=[CH:6][C:5]=1[N+:16]([O-:18])=[O:17]. The catalyst class is: 5. (8) Reactant: [Br:1][C:2]1[CH:7]=[C:6]([Br:8])[N:5]=[C:4]([C:9]2[CH:14]=[CH:13][C:12]([F:15])=[CH:11][C:10]=2[F:16])[C:3]=1[CH3:17].[Br:18]N1C(=O)CCC1=O.C(OOC(=O)C1C=CC=CC=1)(=O)C1C=CC=CC=1. Product: [Br:1][C:2]1[CH:7]=[C:6]([Br:8])[N:5]=[C:4]([C:9]2[CH:14]=[CH:13][C:12]([F:15])=[CH:11][C:10]=2[F:16])[C:3]=1[CH2:17][Br:18]. The catalyst class is: 53. (9) Reactant: [Cl:1][C:2]1[CH:3]=[CH:4][C:5]([S:9][CH2:10][C:11]2[C:12]([F:17])=[N:13][CH:14]=[CH:15][CH:16]=2)=[C:6]([CH:8]=1)[NH2:7].[O:18]1[C:22]2[CH:23]=[CH:24][CH:25]=[CH:26][C:21]=2[CH:20]=[C:19]1[S:27](Cl)(=[O:29])=[O:28]. Product: [Cl:1][C:2]1[CH:3]=[CH:4][C:5]([S:9][CH2:10][C:11]2[C:12]([F:17])=[N:13][CH:14]=[CH:15][CH:16]=2)=[C:6]([NH:7][S:27]([C:19]2[O:18][C:22]3[CH:23]=[CH:24][CH:25]=[CH:26][C:21]=3[CH:20]=2)(=[O:28])=[O:29])[CH:8]=1. The catalyst class is: 17.